This data is from Forward reaction prediction with 1.9M reactions from USPTO patents (1976-2016). The task is: Predict the product of the given reaction. (1) Given the reactants C(OC([N:8]1[CH2:13][CH2:12][N:11]([S:14]([C:17]2[CH:18]=[C:19]3[C:24](=[CH:25][CH:26]=2)[CH:23]=[N:22][CH:21]=[CH:20]3)(=[O:16])=[O:15])[CH2:10][CH2:9]1)=O)(C)(C)C.[ClH:27].O1CCOCC1, predict the reaction product. The product is: [ClH:27].[ClH:27].[N:11]1([S:14]([C:17]2[CH:18]=[C:19]3[C:24](=[CH:25][CH:26]=2)[CH:23]=[N:22][CH:21]=[CH:20]3)(=[O:16])=[O:15])[CH2:12][CH2:13][NH:8][CH2:9][CH2:10]1. (2) Given the reactants [Cl-].[NH4+:2].OCCO[C:7]([C:9]1[N:10]=[C:11]([O:14][CH2:15][CH2:16][O:17][CH:18]2[CH2:23][CH2:22][CH2:21][CH2:20][O:19]2)[S:12][CH:13]=1)=[NH:8], predict the reaction product. The product is: [O:19]1[CH2:20][CH2:21][CH2:22][CH2:23][CH:18]1[O:17][CH2:16][CH2:15][O:14][C:11]1[S:12][CH:13]=[C:9]([C:7]([NH2:8])=[NH:2])[N:10]=1. (3) Given the reactants [F-].C([N+](CCCC)(CCCC)CCCC)CCC.[Si]([O:36][CH2:37][CH2:38][O:39][CH2:40][C@H:41]([O:52][C:53]1[N:58]=[CH:57][N:56]=[C:55]2[N:59]([C:62]3[CH:67]=[CH:66][CH:65]=[C:64]([C:68]#[N:69])[C:63]=3[CH3:70])[N:60]=[CH:61][C:54]=12)[C:42]([NH:44][C:45]1[CH:50]=[CH:49][C:48]([CH3:51])=[CH:47][N:46]=1)=[O:43])(C(C)(C)C)(C1C=CC=CC=1)C1C=CC=CC=1, predict the reaction product. The product is: [C:68]([C:64]1[C:63]([CH3:70])=[C:62]([N:59]2[C:55]3=[N:56][CH:57]=[N:58][C:53]([O:52][C@@H:41]([CH2:40][O:39][CH2:38][CH2:37][OH:36])[C:42]([NH:44][C:45]4[CH:50]=[CH:49][C:48]([CH3:51])=[CH:47][N:46]=4)=[O:43])=[C:54]3[CH:61]=[N:60]2)[CH:67]=[CH:66][CH:65]=1)#[N:69]. (4) Given the reactants [F:1][C:2]1[CH:11]=[C:10]2[C:5]([CH:6]=[C:7]([OH:12])[CH:8]=[N:9]2)=[CH:4][C:3]=1[O:13][CH3:14].C(O[C:20](=O)[NH:21][CH:22]1[CH2:27][CH2:26][N:25]([CH2:28][CH2:29]O)[CH2:24][CH2:23]1)(C)(C)C.[O:32]=[C:33]1[NH:38][C:37]2[CH:39]=[C:40](C=O)[CH:41]=[CH:42][C:36]=2[S:35][CH2:34]1, predict the reaction product. The product is: [F:1][C:2]1[CH:11]=[C:10]2[C:5]([CH:6]=[C:7]([O:12][CH2:29][CH2:28][N:25]3[CH2:24][CH2:23][CH:22]([NH:21][CH2:20][C:40]4[CH:41]=[CH:42][C:36]5[S:35][CH2:34][C:33](=[O:32])[NH:38][C:37]=5[CH:39]=4)[CH2:27][CH2:26]3)[CH:8]=[N:9]2)=[CH:4][C:3]=1[O:13][CH3:14]. (5) The product is: [Cl:4][C:5]1[CH:10]=[C:9]([O:1][CH3:3])[C:8]([F:12])=[CH:7][C:6]=1[N+:13]([O-:15])=[O:14]. Given the reactants [O:1]([CH3:3])[Na].[Cl:4][C:5]1[CH:10]=[C:9](F)[C:8]([F:12])=[CH:7][C:6]=1[N+:13]([O-:15])=[O:14], predict the reaction product.